The task is: Predict the product of the given reaction.. This data is from Forward reaction prediction with 1.9M reactions from USPTO patents (1976-2016). (1) Given the reactants [CH3:1][O:2][C:3](=[O:27])[C@@H:4]([NH2:26])[CH2:5][C:6]1[CH:11]=[CH:10][C:9]([O:12][C:13](=[O:18])[C:14]([CH3:17])([CH3:16])[CH3:15])=[C:8]([O:19][C:20](=[O:25])[C:21]([CH3:24])([CH3:23])[CH3:22])[CH:7]=1.[C:28]1(=[O:34])[O:33][C:31](=[O:32])[CH2:30][CH2:29]1, predict the reaction product. The product is: [CH3:22][C:21]([CH3:24])([CH3:23])[C:20]([O:19][C:8]1[CH:7]=[C:6]([CH2:5][C@H:4]([NH:26][C:28](=[O:34])[CH2:29][CH2:30][C:31]([OH:33])=[O:32])[C:3]([O:2][CH3:1])=[O:27])[CH:11]=[CH:10][C:9]=1[O:12][C:13](=[O:18])[C:14]([CH3:17])([CH3:16])[CH3:15])=[O:25]. (2) Given the reactants [F:1][CH2:2][C:3]([O:5]CC)=O.[Cl:8][C:9]1[CH:17]=[C:16]([Cl:18])[CH:15]=[CH:14][C:10]=1[CH2:11][Mg]Cl, predict the reaction product. The product is: [Cl:8][C:9]1[CH:17]=[C:16]([Cl:18])[CH:15]=[CH:14][C:10]=1[CH2:11][C:3](=[O:5])[CH2:2][F:1]. (3) Given the reactants C([O:3][C:4](=O)[CH2:5][CH2:6][C:7]1[N:11]2[C:12](=[O:27])[CH:13]=[C:14]([CH2:16][N:17]([CH2:25][CH3:26])[C:18]3[CH:23]=[CH:22][C:21]([F:24])=[CH:20][CH:19]=3)[N:15]=[C:10]2[S:9][C:8]=1[CH3:28])C.[BH4-].[Li+], predict the reaction product. The product is: [CH2:25]([N:17]([CH2:16][C:14]1[N:15]=[C:10]2[S:9][C:8]([CH3:28])=[C:7]([CH2:6][CH2:5][CH2:4][OH:3])[N:11]2[C:12](=[O:27])[CH:13]=1)[C:18]1[CH:19]=[CH:20][C:21]([F:24])=[CH:22][CH:23]=1)[CH3:26]. (4) Given the reactants [C:1]([C:3]1[N:8]=[C:7]([CH2:9][CH:10]([C:16]2[CH:21]=[CH:20][C:19]([O:22][CH3:23])=[CH:18][C:17]=2[NH:24]C(=O)OC(C)(C)C)[C:11]([CH:13]2[CH2:15][CH2:14]2)=O)[CH:6]=[CH:5][CH:4]=1)#[N:2].FC(F)(F)C(O)=O, predict the reaction product. The product is: [CH:13]1([C:11]2[NH:24][C:17]3[C:16]([C:10]=2[CH2:9][C:7]2[N:8]=[C:3]([C:1]#[N:2])[CH:4]=[CH:5][CH:6]=2)=[CH:21][CH:20]=[C:19]([O:22][CH3:23])[CH:18]=3)[CH2:15][CH2:14]1. (5) Given the reactants [CH:1]([N:4]1[CH:8]=[CH:7][N:6]=[CH:5]1)([CH3:3])[CH3:2].C1C(=O)N([Br:16])C(=O)C1, predict the reaction product. The product is: [Br:16][C:8]1[N:4]([CH:1]([CH3:3])[CH3:2])[CH:5]=[N:6][CH:7]=1. (6) Given the reactants [O:1]1[C:5]2[CH:6]=[CH:7][CH:8]=[CH:9][C:4]=2[N:3]=[C:2]1[C:10]1[CH:17]=[CH:16][C:13]([CH:14]=[O:15])=[CH:12][CH:11]=1.[OH:18][CH2:19][C:20]([CH2:22][OH:23])=[O:21], predict the reaction product. The product is: [O:1]1[C:5]2[CH:6]=[CH:7][CH:8]=[CH:9][C:4]=2[N:3]=[C:2]1[C:10]1[CH:17]=[CH:16][C:13]([CH:14]([OH:15])[CH:19]([OH:18])[C:20](=[O:21])[CH2:22][OH:23])=[CH:12][CH:11]=1. (7) The product is: [N+:8]([C:5]1[CH:6]=[CH:7][C:2]([C:11]2[CH:16]=[CH:15][CH:14]=[CH:13][CH:12]=2)=[N:3][CH:4]=1)([O-:10])=[O:9]. Given the reactants Br[C:2]1[CH:7]=[CH:6][C:5]([N+:8]([O-:10])=[O:9])=[CH:4][N:3]=1.[C:11]1(B(O)O)[CH:16]=[CH:15][CH:14]=[CH:13][CH:12]=1.[O-]P([O-])([O-])=O.[K+].[K+].[K+], predict the reaction product. (8) Given the reactants Br.Br[CH2:3][C:4]([C:6]1[CH:11]=[CH:10][N:9]=[CH:8][CH:7]=1)=O.[CH2:12]([NH:14][C:15]([NH2:17])=[S:16])[CH3:13], predict the reaction product. The product is: [CH2:12]([NH:14][C:15]1[S:16][CH:3]=[C:4]([C:6]2[CH:11]=[CH:10][N:9]=[CH:8][CH:7]=2)[N:17]=1)[CH3:13]. (9) Given the reactants C(OC([N:8]([C:16]1[C:20]2[CH:21]=[C:22]([CH2:35][CH2:36][CH3:37])[C:23]([CH2:25][O:26][C:27]3[CH:32]=[CH:31][C:30]([Cl:33])=[C:29]([Cl:34])[CH:28]=3)=[CH:24][C:19]=2[O:18][N:17]=1)C(=O)OC(C)(C)C)=O)(C)(C)C.FC(F)(F)C(O)=O, predict the reaction product. The product is: [Cl:34][C:29]1[CH:28]=[C:27]([CH:32]=[CH:31][C:30]=1[Cl:33])[O:26][CH2:25][C:23]1[C:22]([CH2:35][CH2:36][CH3:37])=[CH:21][C:20]2[C:16]([NH2:8])=[N:17][O:18][C:19]=2[CH:24]=1.